From a dataset of Full USPTO retrosynthesis dataset with 1.9M reactions from patents (1976-2016). Predict the reactants needed to synthesize the given product. Given the product [C:16]([C:15]1[CH:18]=[CH:19][C:12]([N:4]2[C@@H:5]([CH:7]3[CH2:11][CH2:10][CH2:9][CH2:8]3)[CH2:6][C:2]([C:30]3[CH:29]=[CH:28][C:24]([C:25]([NH2:27])=[O:26])=[C:23]([O:22][CH3:21])[N:31]=3)=[N:3]2)=[CH:13][C:14]=1[CH3:20])#[N:17], predict the reactants needed to synthesize it. The reactants are: Cl[C:2]1[CH2:6][C@H:5]([CH:7]2[CH2:11][CH2:10][CH2:9][CH2:8]2)[N:4]([C:12]2[CH:19]=[CH:18][C:15]([C:16]#[N:17])=[C:14]([CH3:20])[CH:13]=2)[N:3]=1.[CH3:21][O:22][C:23]1[N:31]=[C:30](B2OC(C)(C)C(C)(C)O2)[CH:29]=[CH:28][C:24]=1[C:25]([NH2:27])=[O:26].